The task is: Predict the reaction yield, written as a fraction of the theoretical maximum amount of product (1.0 means a 100% yield; for example, 0.34 means a 34% yield).. This data is from Reaction yield outcomes from USPTO patents with 853,638 reactions. (1) The reactants are [Li+].CC([N-]C(C)C)C.[C:9]1([C:15](=[C:18]2[CH2:23][CH2:22][N:21]([C:24](=[O:40])[C:25]([C:27]3[C:35]4[C:30](=[C:31]([O:38][CH3:39])[N:32]=[CH:33][C:34]=4[O:36][CH3:37])[NH:29][CH:28]=3)=[O:26])[CH2:20][CH2:19]2)[C:16]#[CH:17])[CH:14]=[CH:13][CH:12]=[CH:11][CH:10]=1.[C:41](=[O:43])=[O:42]. The catalyst is C1COCC1. The product is [C:9]1([C:15](=[C:18]2[CH2:19][CH2:20][N:21]([C:24](=[O:40])[C:25]([C:27]3[C:35]4[C:30](=[C:31]([O:38][CH3:39])[N:32]=[CH:33][C:34]=4[O:36][CH3:37])[NH:29][CH:28]=3)=[O:26])[CH2:22][CH2:23]2)[C:16]#[C:17][C:41]([OH:43])=[O:42])[CH:10]=[CH:11][CH:12]=[CH:13][CH:14]=1. The yield is 0.150. (2) The reactants are [F:1][C:2]1[C:3]([NH:21][C:22]2[CH:26]=[C:25]([O:27][CH:28]([CH3:30])[CH3:29])[NH:24][N:23]=2)=[N:4][C:5]([NH:10][C@H:11]([C:14]2[CH:19]=[CH:18][C:17]([F:20])=[CH:16][CH:15]=2)[CH2:12][OH:13])=[C:6]([CH:9]=1)[C:7]#[N:8].[OH-:31].[K+].OO. The catalyst is CO. The product is [F:1][C:2]1[C:3]([NH:21][C:22]2[CH:26]=[C:25]([O:27][CH:28]([CH3:30])[CH3:29])[NH:24][N:23]=2)=[N:4][C:5]([NH:10][C@H:11]([C:14]2[CH:19]=[CH:18][C:17]([F:20])=[CH:16][CH:15]=2)[CH2:12][OH:13])=[C:6]([CH:9]=1)[C:7]([NH2:8])=[O:31]. The yield is 0.600.